From a dataset of Peptide-MHC class I binding affinity with 185,985 pairs from IEDB/IMGT. Regression. Given a peptide amino acid sequence and an MHC pseudo amino acid sequence, predict their binding affinity value. This is MHC class I binding data. (1) The peptide sequence is ERILSTYLGR. The MHC is HLA-A30:02 with pseudo-sequence HLA-A30:02. The binding affinity (normalized) is 0. (2) The peptide sequence is PYDCKELRL. The MHC is HLA-B58:01 with pseudo-sequence HLA-B58:01. The binding affinity (normalized) is 0.0847.